Dataset: Forward reaction prediction with 1.9M reactions from USPTO patents (1976-2016). Task: Predict the product of the given reaction. (1) Given the reactants [CH2:1]1[C:9]2[C:4](=[CH:5][CH:6]=[CH:7][CH:8]=2)[C@@H:3]([NH2:10])[C@H:2]1[OH:11].CCN(CC)CC.Cl[C:20](Cl)([O:22]C(=O)OC(Cl)(Cl)Cl)Cl, predict the reaction product. The product is: [O:11]1[C@H:2]2[CH2:1][C:9]3[CH:8]=[CH:7][CH:6]=[CH:5][C:4]=3[C@H:3]2[NH:10][C:20]1=[O:22]. (2) Given the reactants CC1(C)[O:6][C@H:5]2[C@H:7]([N:12]3[C:16]4[N:17]=[CH:18][N:19]=[C:20]([CH3:21])[C:15]=4[CH:14]=[CH:13]3)[O:8][C@@H:9]([CH:10]=[O:11])[C@H:4]2[O:3]1.[CH3:23][Mg]Br, predict the reaction product. The product is: [OH:11][C@@H:10]([C@H:9]1[C@@H:4]([OH:3])[C@@H:5]([OH:6])[C@H:7]([N:12]2[C:16]3[N:17]=[CH:18][N:19]=[C:20]([CH3:21])[C:15]=3[CH:14]=[CH:13]2)[O:8]1)[CH3:23]. (3) Given the reactants [F:1][C:2]([Si](C)(C)C)([F:4])[F:3].[Br:9][C:10]1[CH:15]=[CH:14][C:13](/[CH:16]=[N:17]\[S@@:18]([C:20]([CH3:23])([CH3:22])[CH3:21])=[O:19])=[CH:12][CH:11]=1, predict the reaction product. The product is: [Br:9][C:10]1[CH:11]=[CH:12][C:13]([C@H:16]([NH:17][S@@:18]([C:20]([CH3:23])([CH3:22])[CH3:21])=[O:19])[C:2]([F:4])([F:3])[F:1])=[CH:14][CH:15]=1.